This data is from Reaction yield outcomes from USPTO patents with 853,638 reactions. The task is: Predict the reaction yield, written as a fraction of the theoretical maximum amount of product (1.0 means a 100% yield; for example, 0.34 means a 34% yield). The reactants are [Br:1][C:2]1[CH:3]=[C:4]2[C:9](=[CH:10][CH:11]=1)[N:8](C(=O)C(F)(F)F)[C@@H:7]([CH3:18])[CH2:6][NH:5]2.Cl[C:20]1[O:21][C:22]2[CH:28]=[CH:27][CH:26]=[CH:25][C:23]=2[N:24]=1.C1(P(C2C=CC=CC=2)C2C3OC4C(=CC=CC=4P(C4C=CC=CC=4)C4C=CC=CC=4)C(C)(C)C=3C=CC=2)C=CC=CC=1.C(=O)([O-])[O-].[Cs+].[Cs+]. The catalyst is C(O)(C)(C)C.C1C=CC(/C=C/C(/C=C/C2C=CC=CC=2)=O)=CC=1.C1C=CC(/C=C/C(/C=C/C2C=CC=CC=2)=O)=CC=1.C1C=CC(/C=C/C(/C=C/C2C=CC=CC=2)=O)=CC=1.[Pd].[Pd]. The product is [Br:1][C:2]1[CH:3]=[C:4]2[C:9]([NH:8][C@@H:7]([CH3:18])[CH2:6][N:5]2[C:20]2[O:21][C:22]3[CH:28]=[CH:27][CH:26]=[CH:25][C:23]=3[N:24]=2)=[CH:10][CH:11]=1. The yield is 0.300.